This data is from Buchwald-Hartwig C-N cross coupling reaction yields with 55,370 reactions. The task is: Predict the reaction yield, written as a fraction of the theoretical maximum amount of product (1.0 means a 100% yield; for example, 0.34 means a 34% yield). (1) The reactants are CCc1ccc(Br)cc1.Cc1ccc(N)cc1.O=S(=O)(O[Pd]1c2ccccc2-c2ccccc2N~1)C(F)(F)F.COc1ccc(OC)c(P([C@]23C[C@H]4C[C@H](C[C@H](C4)C2)C3)[C@]23C[C@H]4C[C@H](C[C@H](C4)C2)C3)c1-c1c(C(C)C)cc(C(C)C)cc1C(C)C.CN1CCCN2CCCN=C12.CCOC(=O)c1cc(C)on1. No catalyst specified. The product is CCc1ccc(Nc2ccc(C)cc2)cc1. The yield is 0.812. (2) The reactants are COc1ccc(I)cc1.Cc1ccc(N)cc1.O=S(=O)(O[Pd]1c2ccccc2-c2ccccc2N~1)C(F)(F)F.COc1ccc(OC)c(P([C@]23C[C@H]4C[C@H](C[C@H](C4)C2)C3)[C@]23C[C@H]4C[C@H](C[C@H](C4)C2)C3)c1-c1c(C(C)C)cc(C(C)C)cc1C(C)C.CN(C)C(=NC(C)(C)C)N(C)C.Cc1cc(-c2ccccc2)on1. No catalyst specified. The product is COc1ccc(Nc2ccc(C)cc2)cc1. The yield is 0.406. (3) The reactants are Brc1ccccn1.Cc1ccc(N)cc1.O=S(=O)(O[Pd]1c2ccccc2-c2ccccc2N~1)C(F)(F)F.CC(C)c1cc(C(C)C)c(-c2ccccc2P(C2CCCCC2)C2CCCCC2)c(C(C)C)c1.CCN=P(N=P(N(C)C)(N(C)C)N(C)C)(N(C)C)N(C)C.c1ccc(-c2ccno2)cc1. No catalyst specified. The product is Cc1ccc(Nc2ccccn2)cc1. The yield is 0.152.